Dataset: NCI-60 drug combinations with 297,098 pairs across 59 cell lines. Task: Regression. Given two drug SMILES strings and cell line genomic features, predict the synergy score measuring deviation from expected non-interaction effect. (1) Drug 1: CCCCCOC(=O)NC1=NC(=O)N(C=C1F)C2C(C(C(O2)C)O)O. Drug 2: CC(C)(C#N)C1=CC(=CC(=C1)CN2C=NC=N2)C(C)(C)C#N. Cell line: SF-268. Synergy scores: CSS=-1.32, Synergy_ZIP=1.16, Synergy_Bliss=0.211, Synergy_Loewe=-2.09, Synergy_HSA=-1.76. (2) Drug 1: C1=NC2=C(N=C(N=C2N1C3C(C(C(O3)CO)O)O)F)N. Drug 2: C(CN)CNCCSP(=O)(O)O. Cell line: OVCAR-8. Synergy scores: CSS=25.6, Synergy_ZIP=1.71, Synergy_Bliss=2.21, Synergy_Loewe=-34.8, Synergy_HSA=0.921.